From a dataset of Reaction yield outcomes from USPTO patents with 853,638 reactions. Predict the reaction yield, written as a fraction of the theoretical maximum amount of product (1.0 means a 100% yield; for example, 0.34 means a 34% yield). (1) The reactants are C([N:5]([CH2:9][CH2:10][C:11]1[CH:16]=[CH:15][C:14]([C:17]#[N:18])=[CH:13][CH:12]=1)[C:6](=[O:8])[OH:7])(C)(C)C.NC[CH2:21][C:22]1[CH:29]=CC(C#N)=C[CH:23]=1.C(O)(C(F)(F)F)=O. The catalyst is C(Cl)Cl. The product is [C:17]([C:14]1[CH:13]=[CH:12][C:11]([CH2:10][CH2:9][NH:5][C:6](=[O:8])[O:7][C:22]([CH3:29])([CH3:23])[CH3:21])=[CH:16][CH:15]=1)#[N:18]. The yield is 0.743. (2) The reactants are C1(O[C:8](=[O:25])[NH:9][C:10]2[CH:15]=[CH:14][C:13]([B:16]3[O:20][C:19]([CH3:22])([CH3:21])[C:18]([CH3:24])([CH3:23])[O:17]3)=[CH:12][CH:11]=2)C=CC=CC=1.[F:26][CH:27]([F:30])[CH2:28][NH2:29]. No catalyst specified. The product is [F:26][CH:27]([F:30])[CH2:28][NH:29][C:8]([NH:9][C:10]1[CH:11]=[CH:12][C:13]([B:16]2[O:17][C:18]([CH3:24])([CH3:23])[C:19]([CH3:21])([CH3:22])[O:20]2)=[CH:14][CH:15]=1)=[O:25]. The yield is 0.480. (3) The reactants are [F:1][C:2]1[CH:32]=[C:31]([F:33])[CH:30]=[CH:29][C:3]=1[CH2:4][N:5]1[C:10](=[O:11])[CH2:9][CH2:8][C:7]([CH2:12][C:13]2[C:21]3[C:16](=[CH:17][CH:18]=[C:19]([F:22])[CH:20]=3)[N:15]([CH2:23][C:24]([O:26]C)=[O:25])[C:14]=2[CH3:28])=[N:6]1.O.[OH-].[Li+].Cl. The catalyst is O1CCCC1.CO.O. The product is [F:1][C:2]1[CH:32]=[C:31]([F:33])[CH:30]=[CH:29][C:3]=1[CH2:4][N:5]1[C:10](=[O:11])[CH2:9][CH2:8][C:7]([CH2:12][C:13]2[C:21]3[C:16](=[CH:17][CH:18]=[C:19]([F:22])[CH:20]=3)[N:15]([CH2:23][C:24]([OH:26])=[O:25])[C:14]=2[CH3:28])=[N:6]1. The yield is 0.620. (4) The product is [C:1]([O:4][C@@H:7]1[O:15][C@H:14]([CH2:16][O:17][C:24](=[O:23])[CH3:25])[C@H:12]([O:13][C:14](=[O:15])[CH3:16])[C@H:10]([O:11][C:10](=[O:11])[CH3:12])[C@H:8]1[O:9][C:8](=[O:9])[CH3:7])(=[O:3])[CH3:2]. The reactants are [C:1]([O-:4])(=[O:3])[CH3:2].[Na+].O=[CH:7][C@@H:8]([C@H:10]([C@H:12]([C@@H:14]([CH2:16][OH:17])[OH:15])[OH:13])[OH:11])[OH:9].C(Cl)Cl.CC[O:23][CH2:24][CH3:25]. The catalyst is C(OC(=O)C)(=O)C.CCO. The yield is 0.470. (5) The reactants are [Cl:1][C:2]1[C:12]([Cl:13])=[CH:11][CH:10]=[CH:9][C:3]=1[CH2:4][NH:5][CH2:6][CH2:7][OH:8].CC(C)([O-])C.[Na+].[Cl:20][C:21]1[CH:26]=[C:25]([C:27]2[N:28]=[N:29][C:30](Cl)=[CH:31][CH:32]=2)[CH:24]=[C:23]([Cl:34])[C:22]=1[OH:35]. The catalyst is C1COCC1.ClCCl. The product is [Cl:34][C:23]1[CH:24]=[C:25]([C:27]2[N:28]=[N:29][C:30]([N:5]([CH2:4][C:3]3[CH:9]=[CH:10][CH:11]=[C:12]([Cl:13])[C:2]=3[Cl:1])[CH2:6][CH2:7][OH:8])=[CH:31][CH:32]=2)[CH:26]=[C:21]([Cl:20])[C:22]=1[OH:35]. The yield is 0.270.